The task is: Predict the product of the given reaction.. This data is from Forward reaction prediction with 1.9M reactions from USPTO patents (1976-2016). (1) Given the reactants [CH3:1][O:2][C:3]1[CH:8]=[CH:7][C:6]([C:9]2[CH:13]=[C:12]([CH3:14])[N:11]([CH3:15])[N:10]=2)=[CH:5][C:4]=1[CH3:16].[Br:17]N1C(=O)CCC1=O.C(Cl)(Cl)Cl, predict the reaction product. The product is: [CH3:1][O:2][C:3]1[CH:8]=[CH:7][C:6]([C:9]2[C:13]([Br:17])=[C:12]([CH3:14])[N:11]([CH3:15])[N:10]=2)=[CH:5][C:4]=1[CH3:16]. (2) The product is: [Cl:33][C:30]1[CH:29]=[CH:28][C:27]([CH2:26][C:14]2[C:11]3[C:12](=[O:13])[N:7]([CH2:6][CH2:5][CH2:4][OH:3])[C:8](=[O:35])[N:9]([CH3:34])[C:10]=3[N:17]=[CH:16][C:15]=2[O:18][C:19]2[CH:20]=[N:21][CH:22]=[C:23]([F:25])[CH:24]=2)=[CH:32][CH:31]=1. Given the reactants C([O:3][CH2:4][CH2:5][CH2:6][N:7]1[C:12](=[O:13])[C:11]2[C:14]([CH2:26][C:27]3[CH:32]=[CH:31][C:30]([Cl:33])=[CH:29][CH:28]=3)=[C:15]([O:18][C:19]3[CH:20]=[N:21][CH:22]=[C:23]([F:25])[CH:24]=3)[CH:16]=[N:17][C:10]=2[N:9]([CH3:34])[C:8]1=[O:35])=O.O[Li].O, predict the reaction product. (3) Given the reactants [N+:1]([C:4]1[CH:9]=[CH:8][C:7]([NH:10][CH:11]2[CH2:16][CH2:15][CH:14]([O:17][CH2:18][C:19](O)=[O:20])[CH2:13][CH2:12]2)=[CH:6][C:5]=1[C:22]([F:25])([F:24])[F:23])([O-:3])=[O:2].CCN=C=NCCCN(C)C.Cl.C1C=CC2N(O)N=NC=2C=1.C(N(CC)CC)C.[F:55][C:56]1[CH:57]=[C:58]2[C:63](=[CH:64][CH:65]=1)[CH2:62][NH:61][CH2:60][CH2:59]2, predict the reaction product. The product is: [F:55][C:56]1[CH:57]=[C:58]2[C:63](=[CH:64][CH:65]=1)[CH2:62][N:61]([C:19](=[O:20])[CH2:18][O:17][CH:14]1[CH2:13][CH2:12][CH:11]([NH:10][C:7]3[CH:8]=[CH:9][C:4]([N+:1]([O-:3])=[O:2])=[C:5]([C:22]([F:23])([F:25])[F:24])[CH:6]=3)[CH2:16][CH2:15]1)[CH2:60][CH2:59]2. (4) Given the reactants C([Li])CCC.Br[C:7]1[S:8][CH:9]=[CH:10][N:11]=1.C[O:13][C:14]([C@H:16]1[CH2:18][C@@H:17]1[C:19](O)=[O:20])=[O:15], predict the reaction product. The product is: [S:8]1[CH:9]=[CH:10][N:11]=[C:7]1[C:19]([C@H:17]1[CH2:18][C@@H:16]1[C:14]([OH:15])=[O:13])=[O:20]. (5) Given the reactants O.[CH:2]([CH:4]=O)=[O:3].[CH2:6]([O:13][C:14]1[CH:15]=[CH:16][C:17]2[O:22][CH2:21][C:20](=[O:23])[NH:19][C:18]=2[CH:24]=1)[C:7]1[CH:12]=[CH:11][CH:10]=[CH:9][CH:8]=1.[CH3:25][C:26]([NH2:36])([CH3:35])[CH2:27][C:28]1[CH:33]=[CH:32][C:31]([OH:34])=[CH:30][CH:29]=1.Cl, predict the reaction product. The product is: [CH3:35][C:26]([NH:36][CH2:4][CH:2]([C:16]1[C:17]2[O:22][CH2:21][C:20](=[O:23])[NH:19][C:18]=2[CH:24]=[C:14]([O:13][CH2:6][C:7]2[CH:8]=[CH:9][CH:10]=[CH:11][CH:12]=2)[CH:15]=1)[OH:3])([CH3:25])[CH2:27][C:28]1[CH:33]=[CH:32][C:31]([OH:34])=[CH:30][CH:29]=1. (6) Given the reactants Br[C:2]1[S:14][C:13]2[C:12]3[CH:11]=[CH:10][CH:9]=[CH:8][C:7]=3[CH:6]([CH2:15][CH3:16])[N:5]([S:17]([C:20]3[CH:25]=[CH:24][C:23]([O:26][CH3:27])=[CH:22][CH:21]=3)(=[O:19])=[O:18])[C:4]=2[CH:3]=1.C([Li])CCC.CN(C)[CH:35]=[O:36], predict the reaction product. The product is: [CH2:15]([CH:6]1[C:7]2[CH:8]=[CH:9][CH:10]=[CH:11][C:12]=2[C:13]2[S:14][C:2]([CH:35]=[O:36])=[CH:3][C:4]=2[N:5]1[S:17]([C:20]1[CH:21]=[CH:22][C:23]([O:26][CH3:27])=[CH:24][CH:25]=1)(=[O:19])=[O:18])[CH3:16]. (7) Given the reactants [C:1]([O:5][C:6]([N:8]([CH3:48])[C@H:9]([C:13]([NH:15][C@H:16]([C:20]([N:22]([C@@H:24]([C@@H:44]([CH3:47])[CH2:45][CH3:46])[C@H:25]([O:42][CH3:43])[CH2:26][C:27]([N:29]1[CH2:33][CH2:32][CH2:31][C@H:30]1[C@H:34]([O:40][CH3:41])[C@H:35]([C:37](O)=[O:38])[CH3:36])=[O:28])[CH3:23])=[O:21])[CH:17]([CH3:19])[CH3:18])=[O:14])[CH:10]([CH3:12])[CH3:11])=[O:7])([CH3:4])([CH3:3])[CH3:2].C(N(CC)C(C)C)(C)C.C1C=CC2N(O)N=NC=2C=1.C(Cl)CCl.Cl.[CH2:73]([O:80][CH2:81][C@@H:82]([NH2:90])[CH2:83][C:84]1[CH:89]=[CH:88][CH:87]=[CH:86][CH:85]=1)[C:74]1[CH:79]=[CH:78][CH:77]=[CH:76][CH:75]=1, predict the reaction product. The product is: [C:1]([O:5][C:6]([N:8]([CH3:48])[C@H:9]([C:13]([NH:15][C@H:16]([C:20]([N:22]([C@@H:24]([C@@H:44]([CH3:47])[CH2:45][CH3:46])[C@H:25]([O:42][CH3:43])[CH2:26][C:27]([N:29]1[CH2:33][CH2:32][CH2:31][C@H:30]1[C@H:34]([O:40][CH3:41])[C@@H:35]([CH3:36])[C:37]([NH:90][C@@H:82]([CH2:83][C:84]1[CH:89]=[CH:88][CH:87]=[CH:86][CH:85]=1)[CH2:81][O:80][CH2:73][C:74]1[CH:79]=[CH:78][CH:77]=[CH:76][CH:75]=1)=[O:38])=[O:28])[CH3:23])=[O:21])[CH:17]([CH3:19])[CH3:18])=[O:14])[CH:10]([CH3:11])[CH3:12])=[O:7])([CH3:2])([CH3:4])[CH3:3]. (8) Given the reactants [OH:1][CH:2]1[CH2:6][CH2:5][N:4]([C:7]([N:9]2[CH2:14][CH:13]([C:15]3[CH:20]=[CH:19][C:18]([O:21][C:22]([F:25])([F:24])[F:23])=[CH:17][CH:16]=3)[CH2:12][CH:11]([C:26]([OH:28])=O)[CH2:10]2)=[O:8])[CH2:3]1.O[N:30]=[C:31]([NH2:35])[CH2:32][O:33][CH3:34], predict the reaction product. The product is: [OH:1][CH:2]1[CH2:6][CH2:5][N:4]([C:7]([N:9]2[CH2:14][CH:13]([C:15]3[CH:20]=[CH:19][C:18]([O:21][C:22]([F:25])([F:23])[F:24])=[CH:17][CH:16]=3)[CH2:12][CH:11]([C:26]3[O:28][N:35]=[C:31]([CH2:32][O:33][CH3:34])[N:30]=3)[CH2:10]2)=[O:8])[CH2:3]1.